From a dataset of Forward reaction prediction with 1.9M reactions from USPTO patents (1976-2016). Predict the product of the given reaction. (1) Given the reactants [OH-].[Na+].[CH2:3]1[C:10](=[O:11])[NH:9][C:7](=[S:8])[NH:6][C:4]1=[O:5].[F:12][C:13]1[C:20]([F:21])=[CH:19][CH:18]=[CH:17][C:14]=1[CH2:15]Br, predict the reaction product. The product is: [F:12][C:13]1[C:20]([F:21])=[CH:19][CH:18]=[CH:17][C:14]=1[CH2:15][S:8][C:7]1[NH:6][C:4](=[O:5])[CH2:3][C:10](=[O:11])[N:9]=1. (2) Given the reactants [NH2:1][C:2]1[C:10]([Cl:11])=[CH:9][C:5]([C:6]([OH:8])=[O:7])=[C:4]([O:12][CH3:13])[CH:3]=1.[CH2:14](O)[CH3:15].[OH-].[Na+], predict the reaction product. The product is: [NH2:1][C:2]1[C:10]([Cl:11])=[CH:9][C:5]([C:6]([O:8][CH2:14][CH3:15])=[O:7])=[C:4]([O:12][CH3:13])[CH:3]=1. (3) The product is: [CH3:8][O:9][CH2:10][O:11][C:12]1[CH:21]=[CH:20][C:19]2[O:18][CH:17]([C:22]3[CH:23]=[CH:24][C:25]([O:28][CH2:29][O:30][CH3:31])=[CH:26][CH:27]=3)[CH:16]3[CH2:32][C:33](=[O:35])[CH2:34][CH:15]3[C:14]=2[CH:13]=1. Given the reactants FC1CCCC1.Cl.[CH3:8][O:9][CH2:10][O:11][C:12]1[CH:21]=[CH:20][C:19]2[O:18][CH:17]([C:22]3[CH:27]=[CH:26][C:25]([O:28][CH2:29][O:30][CH3:31])=[CH:24][CH:23]=3)[CH:16]3[CH2:32][CH:33]([OH:35])[CH2:34][CH:15]3[C:14]=2[CH:13]=1, predict the reaction product. (4) Given the reactants [NH2:1][C@@H:2]([CH2:33][C:34]1[CH:39]=[CH:38][CH:37]=[CH:36][CH:35]=1)[C@@H:3]([OH:32])[CH2:4][C@@H:5]([NH:19][C:20]([C@@H:22](NC(=O)OC)[C:23]([CH3:26])([CH3:25])[CH3:24])=[O:21])[CH2:6][C:7]1[CH:12]=[CH:11][C:10]([C:13]2[CH:18]=[CH:17][CH:16]=[CH:15][N:14]=2)=[CH:9][CH:8]=1.[CH3:40][O:41][C:42]([NH:44][C@@H:45]([C:49]([CH3:53])([S:51][CH3:52])[CH3:50])[C:46]([OH:48])=O)=[O:43].CCOP([O:62][N:63]1N=NC2C=CC=CC=2C1=O)(OCC)=O.C(N([CH2:81][CH3:82])C(C)C)(C)C.C1C[O:86]CC1, predict the reaction product. The product is: [CH3:40][O:41][C:42](=[O:43])[NH:44][C@@H:45]([C:49]([CH3:53])([S:51][CH3:52])[CH3:50])[C:46](=[O:48])[NH:1][C@@H:2]([CH2:33][C:34]1[CH:39]=[CH:38][CH:37]=[CH:36][CH:35]=1)[C@@H:3]([OH:32])[CH2:4][C@H:5]([CH2:6][C:7]1[CH:8]=[CH:9][C:10]([C:13]2[CH:18]=[CH:17][CH:16]=[CH:15][N:14]=2)=[CH:11][CH:12]=1)[NH:19][C:20](=[O:21])[C@H:22]([C:23]([CH3:24])([CH3:25])[CH3:26])[CH2:82][C:81](=[O:86])[O:62][NH2:63]. (5) Given the reactants [OH-].[Na+].[CH3:3][O:4][C:5]1[N:10]=[C:9]2[NH:11][C:12]3[C:17]([C:18]([O:20]C)=[O:19])=[CH:16][C:15]([C:22]4[CH:27]=[CH:26][C:25]([O:28][CH3:29])=[CH:24][CH:23]=4)=[N:14][C:13]=3[C:8]2=[CH:7][CH:6]=1, predict the reaction product. The product is: [CH3:3][O:4][C:5]1[N:10]=[C:9]2[NH:11][C:12]3[C:17]([C:18]([OH:20])=[O:19])=[CH:16][C:15]([C:22]4[CH:23]=[CH:24][C:25]([O:28][CH3:29])=[CH:26][CH:27]=4)=[N:14][C:13]=3[C:8]2=[CH:7][CH:6]=1. (6) The product is: [Br:1][C:2]1[CH:3]=[CH:4][C:5]([O:11][CH3:12])=[C:6]([CH:10]=1)[C:7]([NH:24][C:23]1[CH:25]=[CH:26][C:20]([Cl:19])=[CH:21][CH:22]=1)=[O:9]. Given the reactants [Br:1][C:2]1[CH:3]=[CH:4][C:5]([O:11][CH3:12])=[C:6]([CH:10]=1)[C:7]([OH:9])=O.C(Cl)(=O)C(Cl)=O.[Cl:19][C:20]1[CH:26]=[CH:25][C:23]([NH2:24])=[CH:22][CH:21]=1.C(N(CC)C(C)C)(C)C, predict the reaction product.